This data is from NCI-60 drug combinations with 297,098 pairs across 59 cell lines. The task is: Regression. Given two drug SMILES strings and cell line genomic features, predict the synergy score measuring deviation from expected non-interaction effect. Drug 1: CC12CCC(CC1=CCC3C2CCC4(C3CC=C4C5=CN=CC=C5)C)O. Drug 2: CCC1(CC2CC(C3=C(CCN(C2)C1)C4=CC=CC=C4N3)(C5=C(C=C6C(=C5)C78CCN9C7C(C=CC9)(C(C(C8N6C=O)(C(=O)OC)O)OC(=O)C)CC)OC)C(=O)OC)O.OS(=O)(=O)O. Cell line: BT-549. Synergy scores: CSS=34.3, Synergy_ZIP=0.747, Synergy_Bliss=2.46, Synergy_Loewe=-34.6, Synergy_HSA=1.75.